Dataset: Reaction yield outcomes from USPTO patents with 853,638 reactions. Task: Predict the reaction yield, written as a fraction of the theoretical maximum amount of product (1.0 means a 100% yield; for example, 0.34 means a 34% yield). (1) The reactants are [Li]CCCC.CC1(C)CCCC(C)(C)N1.[Cl:16][C:17]1[CH:18]=[C:19]([CH:23]=[CH:24][CH:25]=1)[C:20]([OH:22])=[O:21].O=[C:27]1[CH2:32][CH2:31][N:30]([C:33]([O:35][C:36]([CH3:39])([CH3:38])[CH3:37])=[O:34])[CH2:29][CH2:28]1. The catalyst is C1COCC1. The product is [Cl:16][C:17]1[CH:25]=[CH:24][CH:23]=[C:19]2[C:18]=1[C:27]1([CH2:32][CH2:31][N:30]([C:33]([O:35][C:36]([CH3:39])([CH3:38])[CH3:37])=[O:34])[CH2:29][CH2:28]1)[O:21][C:20]2=[O:22]. The yield is 0.130. (2) The reactants are [CH:1]1([CH2:6][CH:7]([C:18]2[NH:22][C:21]([C:23]([O:25]CC)=[O:24])=[C:20]([CH3:28])[CH:19]=2)[C:8]2[CH:13]=[CH:12][C:11]([S:14]([CH3:17])(=[O:16])=[O:15])=[CH:10][CH:9]=2)[CH2:5][CH2:4][CH2:3][CH2:2]1.O.[OH-].[Li+].Cl. The catalyst is O1CCCC1. The product is [CH:1]1([CH2:6][CH:7]([C:18]2[NH:22][C:21]([C:23]([OH:25])=[O:24])=[C:20]([CH3:28])[CH:19]=2)[C:8]2[CH:9]=[CH:10][C:11]([S:14]([CH3:17])(=[O:15])=[O:16])=[CH:12][CH:13]=2)[CH2:5][CH2:4][CH2:3][CH2:2]1. The yield is 0.890.